From a dataset of Forward reaction prediction with 1.9M reactions from USPTO patents (1976-2016). Predict the product of the given reaction. Given the reactants [CH2:1]([OH:8])[C:2]1[CH:7]=[CH:6][CH:5]=[CH:4][CH:3]=1.[H-].[Na+].[N:11]1([C:17]([N:19]2[CH2:24][CH:23]([C:25]3[CH:30]=[CH:29][C:28]([C:31]([F:34])([F:33])[F:32])=[CH:27][CH:26]=3)[CH2:22][CH:21]([CH2:35]S([O-])(=O)=O)[CH2:20]2)=[O:18])[CH2:16][CH2:15][O:14][CH2:13][CH2:12]1.O, predict the reaction product. The product is: [CH2:1]([O:8][CH2:35][CH:21]1[CH2:22][CH:23]([C:25]2[CH:30]=[CH:29][C:28]([C:31]([F:34])([F:33])[F:32])=[CH:27][CH:26]=2)[CH2:24][N:19]([C:17]([N:11]2[CH2:16][CH2:15][O:14][CH2:13][CH2:12]2)=[O:18])[CH2:20]1)[C:2]1[CH:7]=[CH:6][CH:5]=[CH:4][CH:3]=1.